This data is from Forward reaction prediction with 1.9M reactions from USPTO patents (1976-2016). The task is: Predict the product of the given reaction. Given the reactants CS(C)=O.CS(O[CH2:10][C:11]1[CH:16]=[C:15]([Br:17])[CH:14]=[CH:13][C:12]=1[Cl:18])(=O)=O.[N-:19]=[N+:20]=[N-:21].[Na+], predict the reaction product. The product is: [N:19]([CH2:10][C:11]1[CH:16]=[C:15]([Br:17])[CH:14]=[CH:13][C:12]=1[Cl:18])=[N+:20]=[N-:21].